Dataset: Full USPTO retrosynthesis dataset with 1.9M reactions from patents (1976-2016). Task: Predict the reactants needed to synthesize the given product. Given the product [CH3:10][C:9]1[N:8]=[C:6]([C:5]2[CH:30]=[CH:31][CH:32]=[CH:33][C:4]=2[N+:1]([O-:3])=[O:2])[N:16]2[C:11]=1[CH:12]=[N:13][C:14]([NH:17][C:18]1[CH:23]=[C:22]([O:24][CH3:25])[C:21]([O:26][CH3:27])=[C:20]([O:28][CH3:29])[CH:19]=1)=[N:15]2, predict the reactants needed to synthesize it. The reactants are: [N+:1]([C:4]1[CH:33]=[CH:32][CH:31]=[CH:30][C:5]=1[C:6]([NH:8][CH:9]([C:11]1[N:16]=[N:15][C:14]([NH:17][C:18]2[CH:23]=[C:22]([O:24][CH3:25])[C:21]([O:26][CH3:27])=[C:20]([O:28][CH3:29])[CH:19]=2)=[N:13][CH:12]=1)[CH3:10])=O)([O-:3])=[O:2].P(Cl)(Cl)(Cl)=O.